From a dataset of Forward reaction prediction with 1.9M reactions from USPTO patents (1976-2016). Predict the product of the given reaction. Given the reactants [C:1]([O:5][C:6]([C:8]1[CH:9]=[C:10]([CH:39]=[CH:40][CH:41]=1)[CH2:11][N:12]1[C:16](=[O:17])[C:15]2([CH2:22][CH2:21][N:20](C(OCC3C=CC=CC=3)=O)[CH2:19][CH2:18]2)[N:14]([C:33]2[CH:38]=[CH:37][CH:36]=[CH:35][CH:34]=2)[CH2:13]1)=[O:7])([CH3:4])([CH3:3])[CH3:2].[H][H], predict the reaction product. The product is: [O:17]=[C:16]1[C:15]2([CH2:22][CH2:21][NH:20][CH2:19][CH2:18]2)[N:14]([C:33]2[CH:34]=[CH:35][CH:36]=[CH:37][CH:38]=2)[CH2:13][N:12]1[CH2:11][C:10]1[CH:9]=[C:8]([CH:41]=[CH:40][CH:39]=1)[C:6]([O:5][C:1]([CH3:4])([CH3:2])[CH3:3])=[O:7].